Predict the product of the given reaction. From a dataset of Forward reaction prediction with 1.9M reactions from USPTO patents (1976-2016). (1) Given the reactants [C:1]([OH:7])(=O)[CH2:2][CH2:3][C:4]#[CH:5].CN1CCOCC1.ClC(OCC(C)C)=O.[NH:23]([CH2:27][CH2:28][OH:29])[CH2:24][CH2:25][OH:26], predict the reaction product. The product is: [OH:26][CH2:25][CH2:24][N:23]([CH2:27][CH2:28][OH:29])[C:1](=[O:7])[CH2:2][CH2:3][C:4]#[CH:5]. (2) Given the reactants [N:1]1[C:10]2[C:5](=[CH:6][CH:7]=[C:8]([C:11]3[CH:12]=[C:13]([C:22]([O:24]CC)=[O:23])[CH:14]=[C:15]([CH:21]=3)[C:16]([O:18]CC)=[O:17])[N:9]=2)[CH:4]=[CH:3][C:2]=1[C:27]1[CH:28]=[C:29]([C:38]([O:40]CC)=[O:39])[CH:30]=[C:31]([CH:37]=1)[C:32]([O:34]CC)=[O:33], predict the reaction product. The product is: [N:1]1[C:10]2[C:5](=[CH:6][CH:7]=[C:8]([C:11]3[CH:21]=[C:15]([C:16]([OH:18])=[O:17])[CH:14]=[C:13]([CH:12]=3)[C:22]([OH:24])=[O:23])[N:9]=2)[CH:4]=[CH:3][C:2]=1[C:27]1[CH:37]=[C:31]([C:32]([OH:34])=[O:33])[CH:30]=[C:29]([CH:28]=1)[C:38]([OH:40])=[O:39]. (3) Given the reactants C[O:2][C:3](=O)[C:4]1[CH:9]=[CH:8][C:7]([C:10]([C:17]2[N:25]([S:26]([C:29]3[CH:34]=[CH:33][CH:32]=[CH:31][CH:30]=3)(=[O:28])=[O:27])[C:20]3=[N:21][CH:22]=[CH:23][CH:24]=[C:19]3[CH:18]=2)=[CH:11][CH:12]2[CH2:16][CH2:15][CH2:14][CH2:13]2)=[CH:6][CH:5]=1.[CH2:36]([Mg]Br)[CH3:37].O1CC[CH2:42][CH2:41]1, predict the reaction product. The product is: [C:29]1([S:26]([N:25]2[C:20]3=[N:21][CH:22]=[CH:23][CH:24]=[C:19]3[CH:18]=[C:17]2[C:10]([C:7]2[CH:8]=[CH:9][C:4]([C:3]([OH:2])([CH2:36][CH3:37])[CH2:41][CH3:42])=[CH:5][CH:6]=2)=[CH:11][CH:12]2[CH2:13][CH2:14][CH2:15][CH2:16]2)(=[O:27])=[O:28])[CH:34]=[CH:33][CH:32]=[CH:31][CH:30]=1. (4) Given the reactants Br[C:2]1[S:3][CH:4]=[C:5]([CH3:7])[N:6]=1.[CH2:8]([NH2:11])[CH2:9][NH2:10].C(=O)([O-])[O-].[K+].[K+], predict the reaction product. The product is: [CH3:7][C:5]1[N:6]=[C:2]([NH:10][CH2:9][CH2:8][NH2:11])[S:3][CH:4]=1. (5) Given the reactants ClC1C=C2C(=CC=1)N(CC(O)=O)C(C)=C2C1C2C(=CC=CC=2)C(=O)N(CC2C=CC(Cl)=CC=2)N=1.[F:35][C:36]1[CH:37]=[C:38]2[C:42](=[CH:43][CH:44]=1)[NH:41][C:40]([CH3:45])=[CH:39]2.[Cl:46][C:47]1[N:48]=[N:49][C:50](Cl)=[CH:51][CH:52]=1.[Cl-].[Al+3].[Cl-].[Cl-], predict the reaction product. The product is: [Cl:46][C:47]1[N:48]=[N:49][C:50]([C:39]2[C:38]3[C:42](=[CH:43][CH:44]=[C:36]([F:35])[CH:37]=3)[NH:41][C:40]=2[CH3:45])=[CH:51][CH:52]=1. (6) Given the reactants [Cl:1][C:2]1[C:7]([N+:8]([O-])=O)=[CH:6][C:5]([CH3:11])=[CH:4][N:3]=1.Cl[Sn]Cl, predict the reaction product. The product is: [Cl:1][C:2]1[C:7]([NH2:8])=[CH:6][C:5]([CH3:11])=[CH:4][N:3]=1. (7) The product is: [CH3:19][CH:20]1[CH2:28][C:27]2[C:22](=[CH:23][CH:24]=[CH:25][CH:26]=2)[N:21]1[C:15](=[O:17])[CH2:14][C:9]1[NH:10][C:11](=[O:13])[CH:12]=[C:7]([N:1]2[CH2:2][CH2:3][O:4][CH2:5][CH2:6]2)[N:8]=1. Given the reactants [N:1]1([C:7]2[N:8]=[C:9]([CH2:14][C:15]([O-:17])=O)[NH:10][C:11](=[O:13])[CH:12]=2)[CH2:6][CH2:5][O:4][CH2:3][CH2:2]1.[Na+].[CH3:19][CH:20]1[CH2:28][C:27]2[C:22](=[CH:23][CH:24]=[CH:25][CH:26]=2)[NH:21]1.Cl.CN(C)CCCN=C=NCC, predict the reaction product.